From a dataset of Forward reaction prediction with 1.9M reactions from USPTO patents (1976-2016). Predict the product of the given reaction. (1) The product is: [I:1][C:2]1[CH:8]=[C:7]([CH2:9][CH2:10][CH2:11][CH2:12][CH2:13][CH2:14][CH2:15][CH3:16])[CH:6]=[CH:5][C:3]=1[SH:24]. Given the reactants [I:1][C:2]1[CH:8]=[C:7]([CH2:9][CH2:10][CH2:11][CH2:12][CH2:13][CH2:14][CH2:15][CH3:16])[CH:6]=[CH:5][C:3]=1N.N([O-])=O.[Na+].[OH-].[K+].C(=S)=[S:24], predict the reaction product. (2) Given the reactants Br[C:2]1[CH:3]=[C:4]([N:24]([CH2:31][CH3:32])[CH:25]2[CH2:30][CH2:29][O:28][CH2:27][CH2:26]2)[C:5]([CH3:23])=[C:6]([CH:22]=1)[C:7]([NH:9][CH2:10][C:11]1[C:12](=[O:21])[NH:13][C:14]([CH3:20])=[CH:15][C:16]=1[CH:17]([CH3:19])[CH3:18])=[O:8].[CH3:33][O:34][CH2:35][C:36]1[CH:41]=[CH:40][C:39](B2OC(C)(C)C(C)(C)O2)=[CH:38][N:37]=1.C(=O)([O-])[O-].[Na+].[Na+], predict the reaction product. The product is: [CH2:31]([N:24]([CH:25]1[CH2:30][CH2:29][O:28][CH2:27][CH2:26]1)[C:4]1[C:5]([CH3:23])=[C:6]([CH:22]=[C:2]([C:39]2[CH:38]=[N:37][C:36]([CH2:35][O:34][CH3:33])=[CH:41][CH:40]=2)[CH:3]=1)[C:7]([NH:9][CH2:10][C:11]1[C:12](=[O:21])[NH:13][C:14]([CH3:20])=[CH:15][C:16]=1[CH:17]([CH3:19])[CH3:18])=[O:8])[CH3:32]. (3) The product is: [ClH:1].[C:8]1([C:6]2[N:5]=[C:4]([C:14]([NH:16][C:17]3[CH:22]=[CH:21][CH:20]=[CH:19][C:18]=3[C:23]3[S:24][C:25]4[CH:26]=[N:27][CH:28]=[CH:29][C:30]=4[N:31]=3)=[O:15])[CH:3]=[C:2]([N:32]3[CH2:37][CH2:36][NH:35][CH2:34][CH2:33]3)[N:7]=2)[CH:13]=[CH:12][CH:11]=[CH:10][CH:9]=1. Given the reactants [Cl:1][C:2]1[N:7]=[C:6]([C:8]2[CH:13]=[CH:12][CH:11]=[CH:10][CH:9]=2)[N:5]=[C:4]([C:14]([NH:16][C:17]2[CH:22]=[CH:21][CH:20]=[CH:19][C:18]=2[C:23]2[S:24][C:25]3[CH:26]=[N:27][CH:28]=[CH:29][C:30]=3[N:31]=2)=[O:15])[CH:3]=1.[N:32]1(C(OC(C)(C)C)=O)[CH2:37][CH2:36][NH:35][CH2:34][CH2:33]1.C(O)(C(F)(F)F)=O.Cl, predict the reaction product. (4) Given the reactants [CH2:1]1[C:12]2[C:11]3[C:6](=[C:7]([CH:13]=O)[CH:8]=[CH:9][CH:10]=3)[NH:5][C:4]=2[CH2:3][CH2:2]1.Cl.[NH2:16]O.[H-].[H-].[H-].[H-].[Li+].[Al+3].[O-]S([O-])(=O)=O.[Na+].[Na+], predict the reaction product. The product is: [CH2:1]1[C:12]2[C:11]3[CH:10]=[CH:9][CH:8]=[C:7]([CH2:13][NH2:16])[C:6]=3[NH:5][C:4]=2[CH2:3][CH2:2]1. (5) Given the reactants [CH3:1][O:2][C:3]1[CH:10]=[CH:9][C:6]([CH:7]=O)=[CH:5][CH:4]=1.[S:11]1[CH:15]=[N:14][N:13]=[C:12]1[NH2:16].[BH-](OC(C)=O)(OC(C)=O)OC(C)=O.[Na+], predict the reaction product. The product is: [CH3:1][O:2][C:3]1[CH:10]=[CH:9][C:6]([CH2:7][NH:16][C:12]2[S:11][CH:15]=[N:14][N:13]=2)=[CH:5][CH:4]=1.